Task: Predict which catalyst facilitates the given reaction.. Dataset: Catalyst prediction with 721,799 reactions and 888 catalyst types from USPTO (1) Reactant: [CH:1]1([C:4]2[CH:5]=[C:6]([C:24]([O:26][CH2:27][CH3:28])=[O:25])[C:7](=[O:23])[N:8]3[C:13]=2[C:12]([CH3:14])=[C:11]([C:15]2[CH:20]=[CH:19][C:18]([CH2:21]O)=[CH:17][CH:16]=2)[CH:10]=[CH:9]3)[CH2:3][CH2:2]1.C(Br)(Br)(Br)[Br:30].C1(P(C2C=CC=CC=2)C2C=CC=CC=2)C=CC=CC=1. Product: [Br:30][CH2:21][C:18]1[CH:19]=[CH:20][C:15]([C:11]2[CH:10]=[CH:9][N:8]3[C:13]([C:12]=2[CH3:14])=[C:4]([CH:1]2[CH2:3][CH2:2]2)[CH:5]=[C:6]([C:24]([O:26][CH2:27][CH3:28])=[O:25])[C:7]3=[O:23])=[CH:16][CH:17]=1. The catalyst class is: 4. (2) Reactant: [F:1][C:2]1[CH:10]=[C:9]2[C:5]([C:6](/[CH:11]=[CH:12]/[C:13]3[CH:18]=[CH:17][CH:16]=[C:15]([F:19])[CH:14]=3)=[N:7][NH:8]2)=[CH:4]C=1C#N.S(=O)(=O)(O)O.[C:27]([OH:30])(=[O:29])[CH3:28]. Product: [F:1][C:2]1[CH:10]=[C:9]2[C:5]([C:6](/[CH:11]=[CH:12]/[C:13]3[CH:18]=[CH:17][CH:16]=[C:15]([F:19])[CH:14]=3)=[N:7][NH:8]2)=[CH:4][C:28]=1[C:27]([OH:30])=[O:29]. The catalyst class is: 6. (3) Product: [C:12]1([C:5]2[N:4]=[N:3][C:2]([NH2:18])=[C:7]([C:8]([F:11])([F:10])[F:9])[CH:6]=2)[CH:17]=[CH:16][CH:15]=[CH:14][CH:13]=1. The catalyst class is: 32. Reactant: Cl[C:2]1[N:3]=[N:4][C:5]([C:12]2[CH:17]=[CH:16][CH:15]=[CH:14][CH:13]=2)=[CH:6][C:7]=1[C:8]([F:11])([F:10])[F:9].[NH3:18]. (4) Reactant: [N:1]([C:4]1[C:9]([CH2:10][C:11]([O:13][CH2:14][CH3:15])=[O:12])=[CH:8][N:7]=[C:6]([C:16]2[C:24]3[C:19](=[N:20][CH:21]=[CH:22][CH:23]=3)[N:18]([CH2:25][C:26]3[CH:31]=[CH:30][CH:29]=[CH:28][C:27]=3[F:32])[N:17]=2)[N:5]=1)=[N+]=[N-].[H][H]. Product: [NH2:1][C:4]1[C:9]([CH2:10][C:11]([O:13][CH2:14][CH3:15])=[O:12])=[CH:8][N:7]=[C:6]([C:16]2[C:24]3[C:19](=[N:20][CH:21]=[CH:22][CH:23]=3)[N:18]([CH2:25][C:26]3[CH:31]=[CH:30][CH:29]=[CH:28][C:27]=3[F:32])[N:17]=2)[N:5]=1. The catalyst class is: 394.